This data is from Catalyst prediction with 721,799 reactions and 888 catalyst types from USPTO. The task is: Predict which catalyst facilitates the given reaction. (1) Reactant: I[C:2]1[C:10]2[C:5](=[CH:6][CH:7]=[C:8]([C:11]3[S:15][C:14]([NH:16][CH2:17][C:18]4[CH:23]=[CH:22][C:21]([O:24][CH3:25])=[CH:20][CH:19]=4)=[N:13][N:12]=3)[CH:9]=2)[N:4]([S:26]([C:29]2[CH:35]=[CH:34][C:32]([CH3:33])=[CH:31][CH:30]=2)(=[O:28])=[O:27])[CH:3]=1.[B:36]1([B:36]2[O:40][C:39]([CH3:42])([CH3:41])[C:38]([CH3:44])([CH3:43])[O:37]2)[O:40][C:39]([CH3:42])([CH3:41])[C:38]([CH3:44])([CH3:43])[O:37]1.C([O-])(=O)C.[K+].C(Cl)Cl. Product: [CH3:25][O:24][C:21]1[CH:22]=[CH:23][C:18]([CH2:17][NH:16][C:14]2[S:15][C:11]([C:8]3[CH:9]=[C:10]4[C:5](=[CH:6][CH:7]=3)[N:4]([S:26]([C:29]3[CH:30]=[CH:31][C:32]([CH3:33])=[CH:34][CH:35]=3)(=[O:27])=[O:28])[CH:3]=[C:2]4[B:36]3[O:40][C:39]([CH3:42])([CH3:41])[C:38]([CH3:44])([CH3:43])[O:37]3)=[N:12][N:13]=2)=[CH:19][CH:20]=1. The catalyst class is: 431. (2) Reactant: [F:1][C:2]([F:18])([F:17])[C:3]([NH:5][C:6]1[N:7]=[C:8]2[CH:13]=[CH:12][C:11]([F:14])=[CH:10][N:9]2[C:15]=1I)=[O:4].[Li+].[CH3:20]CC[CH2-].CI. Product: [F:1][C:2]([F:18])([F:17])[C:3]([NH:5][C:6]1[N:7]=[C:8]2[CH:13]=[CH:12][C:11]([F:14])=[CH:10][N:9]2[C:15]=1[CH3:20])=[O:4]. The catalyst class is: 7. (3) Reactant: [NH2:1][C:2]1[CH:3]=[C:4]([C:8]2[CH:15]=[CH:14][C:11]([C:12]#[N:13])=[C:10]([Cl:16])[CH:9]=2)[CH:5]=[N:6][CH:7]=1.[F:17][C:18]1[CH:23]=[CH:22][C:21]([CH2:24][S:25](Cl)(=[O:27])=[O:26])=[CH:20][CH:19]=1. Product: [Cl:16][C:10]1[CH:9]=[C:8]([C:4]2[CH:3]=[C:2]([NH:1][S:25]([CH2:24][C:21]3[CH:22]=[CH:23][C:18]([F:17])=[CH:19][CH:20]=3)(=[O:26])=[O:27])[CH:7]=[N:6][CH:5]=2)[CH:15]=[CH:14][C:11]=1[C:12]#[N:13]. The catalyst class is: 17. (4) Reactant: [NH2:1][CH2:2][CH:3]([OH:15])[CH2:4][N:5]1[CH2:14][CH2:13][C:12]2[C:7](=[CH:8][CH:9]=[CH:10][CH:11]=2)[CH2:6]1.[Br:16][C:17]1[CH:22]=[CH:21][N:20]=[C:19](F)[CH:18]=1.CCN(C(C)C)C(C)C. Product: [Br:16][C:17]1[CH:22]=[CH:21][N:20]=[C:19]([NH:1][CH2:2][CH:3]([OH:15])[CH2:4][N:5]2[CH2:14][CH2:13][C:12]3[C:7](=[CH:8][CH:9]=[CH:10][CH:11]=3)[CH2:6]2)[CH:18]=1. The catalyst class is: 41. (5) Reactant: [CH2:1]([C@@H:8]1[CH2:12][O:11][C:10](=[O:13])[N:9]1[C:14](=[O:23])[CH2:15][C:16]1[CH:21]=[CH:20][C:19]([Cl:22])=[CH:18][CH:17]=1)[C:2]1[CH:7]=[CH:6][CH:5]=[CH:4][CH:3]=1.C1(C)C=CC=CC=1.CCN(C(C)C)C(C)C.[CH3:40][O:41][C:42]1[CH:59]=[C:58]([O:60][CH3:61])[CH:57]=[CH:56][C:43]=1[CH2:44][N:45]([CH2:53]OC)[C:46](=[O:52])[O:47][C:48]([CH3:51])([CH3:50])[CH3:49]. Product: [CH2:1]([C@@H:8]1[CH2:12][O:11][C:10](=[O:13])[N:9]1[C:14](=[O:23])[C@@H:15]([C:16]1[CH:17]=[CH:18][C:19]([Cl:22])=[CH:20][CH:21]=1)[CH2:53][N:45]([CH2:44][C:43]1[CH:56]=[CH:57][C:58]([O:60][CH3:61])=[CH:59][C:42]=1[O:41][CH3:40])[C:46](=[O:52])[O:47][C:48]([CH3:51])([CH3:50])[CH3:49])[C:2]1[CH:7]=[CH:6][CH:5]=[CH:4][CH:3]=1. The catalyst class is: 388. (6) Reactant: [Cl:1][C:2]1[CH:7]=[CH:6][C:5](/[CH:8]=[CH:9]/[S:10]([NH:13][C:14]2[CH:19]=[C:18]([F:20])[CH:17]=[CH:16][C:15]=2[S:21]([NH2:24])(=[O:23])=[O:22])(=[O:12])=[O:11])=[CH:4][CH:3]=1.[H][H]. Product: [Cl:1][C:2]1[CH:7]=[CH:6][C:5]([CH2:8][CH2:9][S:10]([NH:13][C:14]2[CH:19]=[C:18]([F:20])[CH:17]=[CH:16][C:15]=2[S:21]([NH2:24])(=[O:23])=[O:22])(=[O:11])=[O:12])=[CH:4][CH:3]=1. The catalyst class is: 78.